From a dataset of Human Reference Interactome with 51,813 positive PPI pairs across 8,248 proteins, plus equal number of experimentally-validated negative pairs. Binary Classification. Given two protein amino acid sequences, predict whether they physically interact or not. (1) Protein 1 (ENSG00000241343) has sequence MVNVPKTRRTFCKKCGKHQPHKVTQYKKGKDSLYAQGKRRYDRKQSGYGGQTKPIFRKKRQKIEECALLS*MVNVPKTRRTFCKKCGKHQPHKVTQYKKGKDSLYAQGKRRYDRKQSGYGGQTKPIFRKKAKTTKKIVLRLECVEPNCRSKRMLAIKRCKHFELGGDKKRKVYNYGWKVQSFS*MIAPTDSHEEVRSGTSYILPFASRFLSFRADSAHASMVNVPKTRRTFCKKCGKHQPHKVTQYKKGKDSLYAQGKRRYDRKQSGYGGQTKPIFRKKAKTTKKIVLRLECVEPNCRSK.... Protein 2 (ENSG00000141527) has sequence MGELCRRDSALTALDEETLWEMMESHRHRIVRCICPSRLTPYLRQAKVLCQLDEEEVLHSPRLTNSAMRAGHLLDLLKTRGKNGAIAFLESLKFHNPDVYTLVTGLQPDVDFSNFSGLMETSKLTECLAGAIGSLQEELNQEKGQKEVLLRRCQQLQEHLGLAETRAEGLHQLEADHSRMKREVSAHFHEVLRLKDEMLSLSLHYSNALQEKELAASRCRSLQEELYLLKQELQRANMVSSCELELQEQSLRTASDQESGDEELNRLKEENEKLRSLTFSLAEKDILEQSLDEARGSRQE.... Result: 0 (the proteins do not interact). (2) Protein 1 (ENSG00000144134) has sequence MAEDKTKPSELDQGKYDADDNVKIICLGDSAVGKSKLMERFLMDGFQPQQLSTYALTLYKHTATVDGKTILVADINVTQKSFNFAKKFSLPLYFVSAADGTNVVKLFNDAIRLAVSYKQNSQDFMDEIFQELENFSLEQEEEDVPDQEQSSSIETPSEEVASPHS*MAEDKTKPSELDQGKYDADDNVKIICLGDSAVGKSKLMERFLMDGFQPQQLSTYALTLYKHTATVDGKTILVDFWDTAGQERFQSMHASYYHKAHACIMVFDIQRKVTYRNLSTWYTELREFRPEIPCIVVANK.... Protein 2 (ENSG00000185379) has sequence MGVLRVGLCPGLTEEMIQLLRSHRIKTVVDLVSADLEEVAQKCGLSYKAEALRRIQVVHAFDIFQMLDVLQELRGTVAQQVTGSSGTVKVVVVDSVTAVVSPLLGGQQREGLALMMQLARELKTLARDLGMAVVVTNHITRDRDSGRLKPALGRSWSFVPSTRILLDTIEGAGASGGRRMACLAKSSRQPTGFQEMVDIGTWGTSEQSATLQGDQT*MGVLRVGLCPGLTEEMIQLLRSHRIKTVVDLVSADLEEVAQKCGLSYKALVALRRVLLAQFSAFPVNGADLYEELKTSTAILS.... Result: 0 (the proteins do not interact). (3) Protein 1 (ENSG00000123728) has sequence MREYKVVVLGSGGVGKSALTVQFVTGTFIEKYDPTIEDFYRKEIEVDSSPSVLEILDTAGTEQFASMRDLYIKNGQGFILVYSLVNQQSFQDIKPMRDQIVRVKRYEKVPLILVGNKVDLEPEREVMSSEGRALAQEWGCPFMETSAKSKSMVDELFAEIVRQMNYSSLPEKQDQCCTTCVVQ*MRDLYIKNGQGFILVYSLVNQQSFQDIKPMRDQIVRVKRYEKVPLILVGNKVDLEPEREVMSSEGRALAQEWGCPFMETSAKSKSMVDELFAEIVRQMNYSSLPEKQDQCCTTCVV.... Protein 2 (ENSG00000167754) has sequence MATARPPWMWVLCALITALLLGVTEHVLANNDVSCDHPSNTVPSGSNQDLGAGAGEDARSDDSSSRIINGSDCDMHTQPWQAALLLRPNQLYCGAVLVHPQWLLTAAHCRKKVFRVRLGHYSLSPVYESGQQMFQGVKSIPHPGYSHPGHSNDLMLIKLNRRIRPTKDVRPINVSSHCPSAGTKCLVSGWGTTKSPQVHFPKVLQCLNISVLSQKRCEDAYPRQIDDTMFCAGDKAGRDSCQGDSGGPVVCNGSLQGLVSWGDYPCARPNRPGVYTNLCKFTKWIQETIQANS*MATARP.... Result: 0 (the proteins do not interact). (4) Protein 1 (ENSG00000140264) has sequence MTRGNQRELARQKNMKKQSDSVKGKRRDDGLSAAARKQRDSEIMQQKQKKANEKKEEPK*MTRGNQRELARQKNMKKQSDSVKGKRRDDGLSAAARKQSAPSSLPPGTRRSCSRSRKRQTRRRRNPSSFVASCPTLLPFACVPGASPTTLAFPPVVLTGPSTDGIPFALSLQRVPFVLPSPQVASLPLGHSRG*MTRGNQRELARQKNMKKQSDSVKGKRRDDGLSAAARKQRVGVQQPNAELSPIHFHLILCALHPPASCPFCPLVPPSAPSSLPPGTRRSCSRSRKRQTRRRRNPSSF.... Protein 2 (ENSG00000114853) has sequence MGRLNEQRLFQPDLCDVDLVLVPQRSVFPAHKGVLAAYSQFFHSLFTQNKQLQRVELSLEALAPGGLQQILNFIYTSKLLVNAANVHEVLSAASLLQMADIAASCQELLDARSLGPPGPGTVALAQPAASCTPAAPPYYCDIKQEADTPGLPKIYAREGPDPYSVRVEDGAGTAGGTVPATIGPAQPFFKEEKEGGVEEAGGPPASLCKLEGGEELEEELGGSGTYSRREQSQIIVEVNLNNQTLHVSTGPEGKPGAGPSPATVVLGREDGLQRHSDEEEEDDEEEEEEEEEEEGGGSGR.... Result: 0 (the proteins do not interact). (5) Protein 2 (ENSG00000129187) has sequence MVGGGQPCGPNMSEVSCKKRDDYLEWPEYFMAVAFLSAQRSKDPNSQVGACIVNSENKIVGIGYNGMPNGCSDDVLPWRRTAENKLDTKYPYVCHAELNAIMNKNSTDVKGCSMYVALFPCNECAKLIIQAGIKEVIFMSDKYHDSDEATAARLLFNMAGVTFRKFIPKCSKIVIDFDSINSRPSQKLQ*MSEVSCKKRDDYLEWPEYFMAVAFLSAQRSKDPNSQVGACIVNSENKIVGIGYNGMPNGCSDDVLPWRRTAENKLDTKYPYVCHAELNAIMNKNSTDVKGCSMYVALFPC.... Protein 1 (ENSG00000092051) has sequence MSPGGKFDFDDGGCYVGGWEAGRAHGYGVCTGPGAQGEYSGCWAHGFESLGVFTGPGGHSYQGHWQQGKREGLGVERKSRWTYRGEWLGGLKGRSGVWESVSGLRYAGLWKDGFQDGYGTETYSDGGTYQGQWQAGKRHGYGVRQSVPYHQAALLRSPRRTSLDSGHSDPPTPPPPLPLPGDEGGSPASGSRGGFVLAGPGDADGASSRKRTPAAGGFFRRSLLLSGLRAGGRRSSLGSKRGSLRSEVSSEVGSTGPPGSEASGPPAAAPPALIEGSATEVYAGEWRADRRSGFGVSQRS.... Result: 0 (the proteins do not interact).